This data is from Forward reaction prediction with 1.9M reactions from USPTO patents (1976-2016). The task is: Predict the product of the given reaction. (1) Given the reactants Cl[C:2]1[C:11]2[C:6](=[CH:7][CH:8]=[CH:9][CH:10]=2)[CH:5]=[C:4]([NH:12][C:13]2[CH:17]=[CH:16][NH:15][N:14]=2)[N:3]=1.[C:18]([C:20]1[CH:25]=[CH:24][C:23]([OH:26])=[CH:22][CH:21]=1)#[N:19], predict the reaction product. The product is: [NH:15]1[CH:16]=[CH:17][C:13]([NH:12][C:4]2[N:3]=[C:2]([O:26][C:23]3[CH:24]=[CH:25][C:20]([C:18]#[N:19])=[CH:21][CH:22]=3)[C:11]3[C:6]([CH:5]=2)=[CH:7][CH:8]=[CH:9][CH:10]=3)=[N:14]1. (2) Given the reactants C(OC([N:8]1[CH2:16][C:15]2[CH:14]=[N:13][C:12]([N:17]3[CH2:22][CH2:21][N:20]([CH3:23])[CH2:19][CH2:18]3)=[N:11][C:10]=2[CH2:9]1)=O)(C)(C)C.Cl, predict the reaction product. The product is: [CH3:23][N:20]1[CH2:21][CH2:22][N:17]([C:12]2[N:13]=[CH:14][C:15]3[CH2:16][NH:8][CH2:9][C:10]=3[N:11]=2)[CH2:18][CH2:19]1. (3) Given the reactants C([O-])C.[CH:4]1([C:7]2[N:11]([C:12]3[CH:21]=[CH:20][CH:19]=[C:18]4[C:13]=3[CH:14]=[CH:15][CH:16]=[N:17]4)[N:10]=[CH:9][C:8]=2[C:22]([NH:24][C:25]([NH2:27])=[NH:26])=[O:23])[CH2:6][CH2:5]1.NC(N)=N.C1(C2N(C3C=CC=C4C=3C=CC=N4)N=CC=2C(Cl)=O)CC1, predict the reaction product. The product is: [CH:4]1([C:7]2[N:11]([C:12]3[CH:21]=[CH:20][CH:19]=[C:18]4[C:13]=3[CH:14]=[CH:15][CH:16]=[N:17]4)[N:10]=[CH:9][C:8]=2[C:22]([NH:24][C:25]([NH2:27])=[NH:26])=[O:23])[CH2:5][CH2:6]1. (4) Given the reactants [F:1][C:2]1[CH:10]=[C:9]([C:11]2[CH:16]=[CH:15][CH:14]=[CH:13][N:12]=2)[CH:8]=[CH:7][C:3]=1[C:4](O)=[O:5].S(Cl)([Cl:19])=O, predict the reaction product. The product is: [F:1][C:2]1[CH:10]=[C:9]([C:11]2[CH:16]=[CH:15][CH:14]=[CH:13][N:12]=2)[CH:8]=[CH:7][C:3]=1[C:4]([Cl:19])=[O:5].